Dataset: Catalyst prediction with 721,799 reactions and 888 catalyst types from USPTO. Task: Predict which catalyst facilitates the given reaction. (1) Reactant: Cl[CH:2]([C:8]1[CH:13]=[CH:12][CH:11]=[C:10]([F:14])[CH:9]=1)[C:3]1[O:4][CH:5]=[CH:6][N:7]=1.[CH2:15]([CH:17]([CH2:34][CH3:35])[C:18]([NH:20][C:21]1[CH:26]=[CH:25][C:24]([N:27]2[CH2:32][CH2:31][NH:30][CH2:29][CH2:28]2)=[C:23]([F:33])[CH:22]=1)=[O:19])[CH3:16].C([O-])([O-])=O.[Cs+].[Cs+]. Product: [CH2:34]([CH:17]([CH2:15][CH3:16])[C:18]([NH:20][C:21]1[CH:26]=[CH:25][C:24]([N:27]2[CH2:28][CH2:29][N:30]([CH:2]([C:8]3[CH:13]=[CH:12][CH:11]=[C:10]([F:14])[CH:9]=3)[C:3]3[O:4][CH:5]=[CH:6][N:7]=3)[CH2:31][CH2:32]2)=[C:23]([F:33])[CH:22]=1)=[O:19])[CH3:35]. The catalyst class is: 144. (2) Reactant: [Cl:1][C:2]1[CH:3]=[CH:4][C:5]([O:25][CH3:26])=[C:6]([NH:8][C:9](=[O:24])[CH2:10][N:11]2[C:15]3[CH2:16][NH:17][CH2:18][CH2:19][C:14]=3[C:13]([C:20]([F:23])([F:22])[F:21])=[N:12]2)[CH:7]=1.[CH:27](=O)[C:28]1[CH:33]=[CH:32][CH:31]=[CH:30][CH:29]=1.C([BH3-])#N.[Na+]. Product: [CH2:27]([N:17]1[CH2:18][CH2:19][C:14]2[C:13]([C:20]([F:23])([F:22])[F:21])=[N:12][N:11]([CH2:10][C:9]([NH:8][C:6]3[CH:7]=[C:2]([Cl:1])[CH:3]=[CH:4][C:5]=3[O:25][CH3:26])=[O:24])[C:15]=2[CH2:16]1)[C:28]1[CH:33]=[CH:32][CH:31]=[CH:30][CH:29]=1. The catalyst class is: 5. (3) Reactant: Cl.N[N:3]1[CH:7]=[CH:6][CH:5]=[C:4]1[C:8]#[N:9].C(O)(=O)C.[CH:14]([NH2:16])=[NH:15].P([O-])([O-])([O-])=O.[K+].[K+].[K+].N#N. Product: [N:15]1[N:3]2[CH:7]=[CH:6][CH:5]=[C:4]2[C:8]([NH2:9])=[N:16][CH:14]=1. The catalyst class is: 8. (4) The catalyst class is: 4. Product: [CH2:1]([O:8][C@H:9]1[C@H:15]([O:16][CH2:17][C:18]2[CH:23]=[CH:22][CH:21]=[CH:20][CH:19]=2)[C@@H:14]([O:24][CH2:25][C:26]2[CH:31]=[CH:30][CH:29]=[CH:28][CH:27]=2)[C@:13]2([C:33]3[CH:38]=[CH:37][C:36]([Cl:39])=[C:35]([CH2:40][C:41]4[CH:46]=[CH:45][C:44]([O:47][CH2:48][CH3:49])=[CH:43][CH:42]=4)[CH:34]=3)[O:32][C@@:10]1([CH2:50][F:58])[CH2:11][O:12]2)[C:2]1[CH:7]=[CH:6][CH:5]=[CH:4][CH:3]=1. Reactant: [CH2:1]([O:8][C@H:9]1[C@H:15]([O:16][CH2:17][C:18]2[CH:23]=[CH:22][CH:21]=[CH:20][CH:19]=2)[C@@H:14]([O:24][CH2:25][C:26]2[CH:31]=[CH:30][CH:29]=[CH:28][CH:27]=2)[C@:13]2([C:33]3[CH:38]=[CH:37][C:36]([Cl:39])=[C:35]([CH2:40][C:41]4[CH:46]=[CH:45][C:44]([O:47][CH2:48][CH3:49])=[CH:43][CH:42]=4)[CH:34]=3)[O:32][C@@:10]1([CH2:50]O)[CH2:11][O:12]2)[C:2]1[CH:7]=[CH:6][CH:5]=[CH:4][CH:3]=1.C(N(S(F)(F)[F:58])CC)C. (5) Reactant: [NH2:1][C:2]1[N:3]=[CH:4][C:5]([C:17]2[CH:22]=[CH:21][C:20]([S:23]([CH:26]3[CH2:31][CH2:30][N:29](C(OC(C)(C)C)=O)[CH2:28][CH2:27]3)(=[O:25])=[O:24])=[CH:19][CH:18]=2)=[N:6][C:7]=1[C:8]#[C:9][C:10]1[CH:15]=[CH:14][CH:13]=[C:12]([OH:16])[CH:11]=1.C(O)(C(F)(F)F)=O. Product: [NH2:1][C:2]1[C:7]([C:8]#[C:9][C:10]2[CH:11]=[C:12]([OH:16])[CH:13]=[CH:14][CH:15]=2)=[N:6][C:5]([C:17]2[CH:22]=[CH:21][C:20]([S:23]([CH:26]3[CH2:31][CH2:30][NH:29][CH2:28][CH2:27]3)(=[O:24])=[O:25])=[CH:19][CH:18]=2)=[CH:4][N:3]=1. The catalyst class is: 2. (6) Reactant: [F:1][C:2]1[CH:7]=[CH:6][C:5]([CH:8]2[C:13]([C:14]([O:16][CH3:17])=[O:15])=[C:12]([CH:18]([CH3:20])[CH3:19])[NH:11][C:10]([CH:21]([CH3:23])[CH3:22])=[C:9]2[C:24]([O:26][CH3:27])=[O:25])=[CH:4][CH:3]=1.O.N(OC)=O. Product: [F:1][C:2]1[CH:3]=[CH:4][C:5]([C:8]2[C:9]([C:24]([O:26][CH3:27])=[O:25])=[C:10]([CH:21]([CH3:22])[CH3:23])[N:11]=[C:12]([CH:18]([CH3:19])[CH3:20])[C:13]=2[C:14]([O:16][CH3:17])=[O:15])=[CH:6][CH:7]=1. The catalyst class is: 15.